Dataset: Full USPTO retrosynthesis dataset with 1.9M reactions from patents (1976-2016). Task: Predict the reactants needed to synthesize the given product. (1) Given the product [CH2:23]([CH2:24][NH2:26])[OH:22].[OH:22][CH2:23][C@@H:24]([NH:26][C:3]([C:5]1[O:9][N:8]=[C:7]([O:10][CH2:11][C:12]2[C:13]([CH2:18][CH2:19][CH2:20][CH3:21])=[N:14][O:15][C:16]=2[CH3:17])[CH:6]=1)=[O:4])[CH3:25], predict the reactants needed to synthesize it. The reactants are: CO[C:3]([C:5]1[O:9][N:8]=[C:7]([O:10][CH2:11][C:12]2[C:13]([CH2:18][CH2:19][CH2:20][CH3:21])=[N:14][O:15][C:16]=2[CH3:17])[CH:6]=1)=[O:4].[OH:22][CH2:23][C@@H:24]([NH2:26])[CH3:25]. (2) Given the product [Cl:26][C:25]1[C:15]([NH:14][CH2:13][C:12]([NH:11][C:6](=[O:7])[C:5]2[CH:9]=[CH:10][C:2]([F:1])=[CH:3][CH:4]=2)([CH3:28])[CH3:27])=[N:16][CH:17]=[C:18]([CH:24]=1)[C:19]([O:21][CH2:22][CH3:23])=[O:20], predict the reactants needed to synthesize it. The reactants are: [F:1][C:2]1[CH:10]=[CH:9][C:5]([C:6](Cl)=[O:7])=[CH:4][CH:3]=1.[NH2:11][C:12]([CH3:28])([CH3:27])[CH2:13][NH:14][C:15]1[C:25]([Cl:26])=[CH:24][C:18]([C:19]([O:21][CH2:22][CH3:23])=[O:20])=[CH:17][N:16]=1.CCN(CC)CC.C(=O)([O-])O.[Na+].